The task is: Regression/Classification. Given a drug SMILES string, predict its absorption, distribution, metabolism, or excretion properties. Task type varies by dataset: regression for continuous measurements (e.g., permeability, clearance, half-life) or binary classification for categorical outcomes (e.g., BBB penetration, CYP inhibition). Dataset: cyp3a4_veith.. This data is from CYP3A4 inhibition data for predicting drug metabolism from PubChem BioAssay. (1) The drug is Cn1c(-c2ccc3c(c2)OCO3)cnc1NCc1ccccc1.O=C(O)C(=O)O. The result is 1 (inhibitor). (2) The drug is c1ccc(CCc2nc(-c3ccccc3)no2)cc1. The result is 0 (non-inhibitor). (3) The molecule is CCC1C(=O)N=C(SCC(=O)Nc2ccc(C(=O)OC)cc2)NC1=O. The result is 0 (non-inhibitor). (4) The drug is C=C(C)[C@@H]1CC=C(C(=O)O)CC1. The result is 0 (non-inhibitor). (5) The drug is O=C(O)/C(=C/c1c(C(=O)O)[nH]c2cc(Cl)cc(Cl)c12)c1ccccc1. The result is 0 (non-inhibitor).